The task is: Predict the reactants needed to synthesize the given product.. This data is from Full USPTO retrosynthesis dataset with 1.9M reactions from patents (1976-2016). (1) The reactants are: [N+:1]([C:4]1[CH:9]=[CH:8][C:7]([NH:10][C:11]([N:13]2[CH2:18][CH2:17][CH2:16][CH:15]([C:19]3([CH2:30][C:31]4[CH:36]=[CH:35][CH:34]=[C:33]([Cl:37])[CH:32]=4)[C:27]4[C:22](=[CH:23][C:24]([Cl:28])=[CH:25][CH:26]=4)[NH:21][C:20]3=[O:29])[CH2:14]2)=[O:12])=[CH:6][CH:5]=1)([O-])=O.NN. Given the product [NH2:1][C:4]1[CH:5]=[CH:6][C:7]([NH:10][C:11]([N:13]2[CH2:18][CH2:17][CH2:16][CH:15]([C:19]3([CH2:30][C:31]4[CH:36]=[CH:35][CH:34]=[C:33]([Cl:37])[CH:32]=4)[C:27]4[C:22](=[CH:23][C:24]([Cl:28])=[CH:25][CH:26]=4)[NH:21][C:20]3=[O:29])[CH2:14]2)=[O:12])=[CH:8][CH:9]=1, predict the reactants needed to synthesize it. (2) Given the product [CH3:17][S:14]([C:11]1[CH:12]=[CH:13][C:8]([C:3]2[CH:4]=[CH:5][CH:6]=[CH:7][C:2]=2[C:19]2[CH:20]=[CH:21][CH:22]=[CH:23][CH:24]=2)=[CH:9][CH:10]=1)(=[O:16])=[O:15], predict the reactants needed to synthesize it. The reactants are: Br[C:2]1[CH:7]=[CH:6][CH:5]=[CH:4][C:3]=1[C:8]1[CH:13]=[CH:12][C:11]([S:14]([CH3:17])(=[O:16])=[O:15])=[CH:10][CH:9]=1.F[C:19]1[CH:20]=[C:21](B(O)O)[CH:22]=[CH:23][C:24]=1OC. (3) Given the product [C:6]1([CH3:12])[C:7]([S:1]([OH:3])(=[O:5])=[O:2])=[CH:8][CH:9]=[CH:10][CH:11]=1, predict the reactants needed to synthesize it. The reactants are: [S:1](=[O:5])(=O)([OH:3])[OH:2].[C:6]1([CH3:12])[CH:11]=[CH:10][CH:9]=[CH:8][CH:7]=1.CCOCC.